This data is from Forward reaction prediction with 1.9M reactions from USPTO patents (1976-2016). The task is: Predict the product of the given reaction. (1) Given the reactants Br[C:2]1[CH:18]=[CH:17][C:5]([O:6][CH:7]([CH3:16])[CH2:8][NH:9][S:10]([CH:13]([CH3:15])[CH3:14])(=[O:12])=[O:11])=[CH:4][CH:3]=1.[F:19][C:20]([F:31])([F:30])[C:21]1[CH:22]=[C:23](B(O)O)[CH:24]=[CH:25][CH:26]=1.C(=O)([O-])[O-].[Na+].[Na+], predict the reaction product. The product is: [CH3:14][CH:13]([S:10]([NH:9][CH2:8][CH:7]([O:6][C:5]1[CH:17]=[CH:18][C:2]([C:25]2[CH:24]=[CH:23][CH:22]=[C:21]([C:20]([F:31])([F:30])[F:19])[CH:26]=2)=[CH:3][CH:4]=1)[CH3:16])(=[O:12])=[O:11])[CH3:15]. (2) Given the reactants F[C:2]1[CH:9]=[CH:8][C:7]([CH:10]=[O:11])=[CH:6][C:3]=1[C:4]#[N:5].[Br-:12].[Li+], predict the reaction product. The product is: [Br:12][C:2]1[CH:9]=[CH:8][C:7]([CH:10]=[O:11])=[CH:6][C:3]=1[C:4]#[N:5]. (3) Given the reactants [CH3:1][C:2]1([CH3:14])[C:6]([CH3:8])([CH3:7])[O:5][B:4]([C:9]2[CH:10]=[N:11][NH:12][CH:13]=2)[O:3]1.Br[CH:16]([CH3:22])[C:17]([O:19][CH2:20][CH3:21])=[O:18].C(=O)([O-])[O-].[Cs+].[Cs+].C([O-])([O-])=O.[Na+].[Na+], predict the reaction product. The product is: [CH3:1][C:2]1([CH3:14])[C:6]([CH3:7])([CH3:8])[O:5][B:4]([C:9]2[CH:13]=[N:12][N:11]([CH:16]([CH3:22])[C:17]([O:19][CH2:20][CH3:21])=[O:18])[CH:10]=2)[O:3]1. (4) Given the reactants [NH2:1][C:2]1[C:7]2[S:8][C:9]([C:11]3[C:18]([Cl:19])=[CH:17][C:14]([C:15]#[N:16])=[CH:13][C:12]=3[Cl:20])=[N:10][C:6]=2[CH:5]=[CH:4][N:3]=1.C(OC(=O)[NH:27][C:28]1[C:33]2SC(C3C(Cl)=CC(C#N)=CC=3Cl)=[N:36][C:32]=2[CH:31]=[CH:30][N:29]=1)(C)(C)C.[C:48]([OH:54])([C:50]([F:53])([F:52])[F:51])=[O:49], predict the reaction product. The product is: [F:51][C:50]([F:53])([F:52])[C:48]([OH:54])=[O:49].[NH2:27][C:28]1[N:29]=[C:30]([NH:1][C:2]2[C:7]3[S:8][C:9]([C:11]4[C:18]([Cl:19])=[CH:17][C:14]([C:15]#[N:16])=[CH:13][C:12]=4[Cl:20])=[N:10][C:6]=3[CH:5]=[CH:4][N:3]=2)[CH:31]=[C:32]([CH3:33])[N:36]=1. (5) Given the reactants Br[C:2]1[N:7]=[C:6]([C:8]([OH:11])([CH3:10])[CH3:9])[CH:5]=[CH:4][CH:3]=1.[OH-].[NH4+].C([O-])([O-])=O.[K+].[K+].C[N:21](C)CCN, predict the reaction product. The product is: [NH2:21][C:2]1[N:7]=[C:6]([C:8]([OH:11])([CH3:10])[CH3:9])[CH:5]=[CH:4][CH:3]=1. (6) Given the reactants C(O)(=O)C.[OH-].[Na+].C(O)[C@H]1O[C@H](O[C@H]2O[C@H](CO)[C@@H](O)[C@H](O)[C@H]2O)[C@H](O)[C@@H](O)[C@@H]1O.[Na].[CH3:31][CH2:32][CH2:33][CH2:34][CH2:35][O:36][C:37]1[CH:38]=[CH:39][C:40]([C:43]2[O:47][N:46]=[C:45]([C:48]3[CH:49]=[CH:50][C:51]([C:54]([NH:56][C@@H:57]4[C:88](=[O:89])[NH:87][C@@H:86]([C@H:90]([OH:92])[CH3:91])[C:84](=[O:85])[N:83]5[C@@H:79]([CH2:80][C@@H:81]([OH:93])[CH2:82]5)[C:77](=[O:78])[NH:76][C@@H:75]([C@H:94]([OH:109])[C@@H:95]([OH:108])[C:96]5[CH:97]=[CH:98][C:99]([OH:107])=[C:100]([O:102][S:103]([OH:106])(=[O:105])=[O:104])[CH:101]=5)[C:73](=[O:74])[NH:72][C@@H:71]([C@H:110]([OH:115])[CH2:111][C:112]([NH2:114])=[O:113])[C:69](=[O:70])[N:68]5[C@@H:64]([C@@H:65]([OH:117])[C@@H:66]([CH3:116])[CH2:67]5)[C:62](=[O:63])[NH:61][C@H:60]([OH:118])[C@H:59]([OH:119])[CH2:58]4)=[O:55])=[CH:52][CH:53]=3)[CH:44]=2)=[CH:41][CH:42]=1, predict the reaction product. The product is: [CH3:31][CH2:32][CH2:33][CH2:34][CH2:35][O:36][C:37]1[CH:42]=[CH:41][C:40]([C:43]2[O:47][N:46]=[C:45]([C:48]3[CH:49]=[CH:50][C:51]([C:54]([NH:56][C@@H:57]4[C:88](=[O:89])[NH:87][C@@H:86]([C@H:90]([OH:92])[CH3:91])[C:84](=[O:85])[N:83]5[C@@H:79]([CH2:80][C@@H:81]([OH:93])[CH2:82]5)[C:77](=[O:78])[NH:76][C@@H:75]([C@H:94]([OH:109])[C@@H:95]([OH:108])[C:96]5[CH:97]=[CH:98][C:99]([OH:107])=[C:100]([O:102][S:103]([OH:106])(=[O:105])=[O:104])[CH:101]=5)[C:73](=[O:74])[NH:72][C@@H:71]([C@H:110]([OH:115])[CH2:111][C:112]([NH2:114])=[O:113])[C:69](=[O:70])[N:68]5[C@@H:64]([C@@H:65]([OH:117])[C@@H:66]([CH3:116])[CH2:67]5)[C:62](=[O:63])[NH:61][C@H:60]([OH:118])[C@H:59]([OH:119])[CH2:58]4)=[O:55])=[CH:52][CH:53]=3)[CH:44]=2)=[CH:39][CH:38]=1. (7) Given the reactants [H-].[Na+].[CH3:3][C:4]12[C:16]3[C:8](=[CH:9][C:10]([NH:17][C:18]4[N:23]=[CH:22][C:21]([C:24]([O:26]CC)=[O:25])=[CH:20][N:19]=4)=[CH:11][C:12]=3[CH2:13][CH2:14][CH2:15]1)[CH2:7][CH2:6][CH2:5]2.Br[CH2:30][CH3:31].[Cl-].[NH4+], predict the reaction product. The product is: [CH2:30]([N:17]([C:10]1[CH:9]=[C:8]2[C:16]3[C:4]([CH3:3])([CH2:5][CH2:6][CH2:7]2)[CH2:15][CH2:14][CH2:13][C:12]=3[CH:11]=1)[C:18]1[N:23]=[CH:22][C:21]([C:24]([OH:26])=[O:25])=[CH:20][N:19]=1)[CH3:31].